Dataset: Catalyst prediction with 721,799 reactions and 888 catalyst types from USPTO. Task: Predict which catalyst facilitates the given reaction. Reactant: [Cl:1][C:2]1[C:3]([CH3:22])=[C:4]([S:8]([NH:11][C:12]2[N:17]=[C:16]([CH2:18][C:19]([OH:21])=O)[CH:15]=[CH:14][CH:13]=2)(=[O:10])=[O:9])[CH:5]=[CH:6][CH:7]=1.O.[C:24](O)([C:26](F)(F)F)=O.[C:31](#[N:33])[CH3:32]. Product: [C:31]12([NH:33][C:19](=[O:21])[CH2:18][C:16]3[CH:15]=[CH:14][CH:13]=[C:12]([NH:11][S:8]([C:4]4[CH:5]=[CH:6][CH:7]=[C:2]([Cl:1])[C:3]=4[CH3:22])(=[O:9])=[O:10])[N:17]=3)[CH2:26][CH:24]3[CH2:4][CH:3]([CH2:2][CH:7]([CH2:6]3)[CH2:32]1)[CH2:22]2. The catalyst class is: 816.